This data is from NCI-60 drug combinations with 297,098 pairs across 59 cell lines. The task is: Regression. Given two drug SMILES strings and cell line genomic features, predict the synergy score measuring deviation from expected non-interaction effect. (1) Drug 1: COC1=NC(=NC2=C1N=CN2C3C(C(C(O3)CO)O)O)N. Drug 2: CCN(CC)CCCC(C)NC1=C2C=C(C=CC2=NC3=C1C=CC(=C3)Cl)OC. Cell line: NCIH23. Synergy scores: CSS=6.02, Synergy_ZIP=-6.82, Synergy_Bliss=-2.20, Synergy_Loewe=-19.6, Synergy_HSA=-4.53. (2) Drug 1: C1=CC(=CC=C1CCC2=CNC3=C2C(=O)NC(=N3)N)C(=O)NC(CCC(=O)O)C(=O)O. Drug 2: CCN(CC)CCNC(=O)C1=C(NC(=C1C)C=C2C3=C(C=CC(=C3)F)NC2=O)C. Cell line: ACHN. Synergy scores: CSS=20.4, Synergy_ZIP=-2.71, Synergy_Bliss=-2.80, Synergy_Loewe=-4.64, Synergy_HSA=-2.28.